This data is from Full USPTO retrosynthesis dataset with 1.9M reactions from patents (1976-2016). The task is: Predict the reactants needed to synthesize the given product. (1) Given the product [CH3:1][O:2][C:3]([C:5]1([CH3:19])[C:6]2[CH:7]=[CH:8][CH:9]=[CH:10][C:11]=2[O:12][C:13]2[C:18]1=[CH:17][CH:16]=[CH:15][CH:14]=2)=[O:4], predict the reactants needed to synthesize it. The reactants are: [CH3:1][O:2][C:3]([CH:5]1[C:18]2[CH:17]=[CH:16][CH:15]=[CH:14][C:13]=2[O:12][C:11]2[C:6]1=[CH:7][CH:8]=[CH:9][CH:10]=2)=[O:4].[CH:19](NC(C)C)(C)C.[Li].CI. (2) Given the product [CH2:28]([O:30][C:31](=[O:39])[CH2:32][C:33]1[N:34]=[C:35]([NH:38][C:8](=[O:10])[CH:7]([C:11]2[CH:16]=[CH:15][C:14]([F:17])=[C:13]([C:18]([F:21])([F:19])[F:20])[CH:12]=2)[CH2:6][CH:1]2[CH2:5][CH2:4][CH2:3][CH2:2]2)[S:36][CH:37]=1)[CH3:29], predict the reactants needed to synthesize it. The reactants are: [CH:1]1([CH2:6][CH:7]([C:11]2[CH:16]=[CH:15][C:14]([F:17])=[C:13]([C:18]([F:21])([F:20])[F:19])[CH:12]=2)[C:8]([OH:10])=O)[CH2:5][CH2:4][CH2:3][CH2:2]1.C(Cl)(=O)C(Cl)=O.[CH2:28]([O:30][C:31](=[O:39])[CH2:32][C:33]1[N:34]=[C:35]([NH2:38])[S:36][CH:37]=1)[CH3:29].C(N(CC)C(C)C)(C)C. (3) Given the product [Br-:25].[CH2:18]([N+:1]1[CH:6]=[CH:5][C:4]([CH:7]2[CH2:8][N:9]([C:11]([O:13][C:14]([CH3:17])([CH3:16])[CH3:15])=[O:12])[CH2:10]2)=[CH:3][CH:2]=1)[C:19]1[CH:24]=[CH:23][CH:22]=[CH:21][CH:20]=1, predict the reactants needed to synthesize it. The reactants are: [N:1]1[CH:6]=[CH:5][C:4]([CH:7]2[CH2:10][N:9]([C:11]([O:13][C:14]([CH3:17])([CH3:16])[CH3:15])=[O:12])[CH2:8]2)=[CH:3][CH:2]=1.[CH2:18]([Br:25])[C:19]1[CH:24]=[CH:23][CH:22]=[CH:21][CH:20]=1. (4) Given the product [Cl:20][C:17]1[CH:16]=[CH:15][C:14]([C:11]2[NH:10][C:9]3[C:8]([OH:21])=[CH:7][CH:6]=[C:5]([C:3]([OH:4])=[O:2])[C:13]=3[N:12]=2)=[CH:19][CH:18]=1, predict the reactants needed to synthesize it. The reactants are: C[O:2][C:3]([C:5]1[C:13]2[N:12]=[C:11]([C:14]3[CH:19]=[CH:18][C:17]([Cl:20])=[CH:16][CH:15]=3)[NH:10][C:9]=2[C:8]([O:21]C)=[CH:7][CH:6]=1)=[O:4].[Cl-].[Al+3].[Cl-].[Cl-].Cl.